From a dataset of Full USPTO retrosynthesis dataset with 1.9M reactions from patents (1976-2016). Predict the reactants needed to synthesize the given product. Given the product [CH3:1][C:2]1[N:3]=[C:4]2[C:13]3[CH2:12][CH:11]([C:14]4[CH:19]=[CH:18][CH:17]=[CH:16][CH:15]=4)[CH2:10][CH2:9][C:8]=3[C:7]([C:20]([NH2:26])=[O:22])=[CH:6][N:5]2[C:23]=1[CH3:24], predict the reactants needed to synthesize it. The reactants are: [CH3:1][C:2]1[N:3]=[C:4]2[C:13]3[CH2:12][CH:11]([C:14]4[CH:19]=[CH:18][CH:17]=[CH:16][CH:15]=4)[CH2:10][CH2:9][C:8]=3[C:7]([C:20]([OH:22])=O)=[CH:6][N:5]2[C:23]=1[CH3:24].C[N:26](C(ON1N=NC2C=CC=CC1=2)=[N+](C)C)C.[B-](F)(F)(F)F.N.[Cl-].[NH4+].Cl.